This data is from Catalyst prediction with 721,799 reactions and 888 catalyst types from USPTO. The task is: Predict which catalyst facilitates the given reaction. (1) Reactant: CN([CH2:4][C:5]1[CH:6]=[C:7]([CH:23]=[CH:24][CH:25]=1)[CH2:8][C:9]1[C:10]([NH:17][CH2:18][CH2:19][CH2:20][CH2:21][CH3:22])=[N:11][C:12]([NH2:16])=[N:13][C:14]=1[CH3:15])C.[H-].[H-].[H-].[H-].[Li+].[Al+3].[OH-:32].[Na+]. Product: [NH2:16][C:12]1[N:13]=[C:14]([CH3:15])[C:9]([CH2:8][C:7]2[CH:6]=[C:5]([CH2:4][OH:32])[CH:25]=[CH:24][CH:23]=2)=[C:10]([NH:17][CH2:18][CH2:19][CH2:20][CH2:21][CH3:22])[N:11]=1. The catalyst class is: 1. (2) Reactant: [Cl:1][C:2]1[CH:3]=[C:4]2[C:8](=[CH:9][CH:10]=1)[NH:7][CH:6]=[C:5]2[CH2:11][CH2:12][NH2:13].[CH:14](=O)[C:15]1[CH:20]=[CH:19][CH:18]=[CH:17][CH:16]=1.B(Cl)([C@H]1[C@H](C)[C@@H]2C(C)(C)[C@@H](C2)C1)[C@H]1[C@H](C)[C@@H]2C(C)(C)[C@@H](C2)C1.[OH-].[Na+]. Product: [Cl:1][C:2]1[CH:3]=[C:4]2[C@@:5]3([CH2:11][CH2:12][NH:13][C@@H:14]3[C:15]3[CH:20]=[CH:19][CH:18]=[CH:17][CH:16]=3)[CH2:6][NH:7][C:8]2=[CH:9][CH:10]=1. The catalyst class is: 2. (3) Reactant: [C:1]([CH:3](/[CH:9]=[N:10]/[C:11]1[CH:21]=[CH:20][C:14]2[S:15](=[O:19])(=[O:18])[CH2:16][CH2:17][C:13]=2[CH:12]=1)[C:4]([O:6]CC)=O)#[N:2].CCCCCC. Product: [O:19]=[S:15]1(=[O:18])[C:14]2[C:13](=[C:12]3[C:11](=[CH:21][CH:20]=2)[NH:10][CH:9]=[C:3]([C:1]#[N:2])[C:4]3=[O:6])[CH2:17][CH2:16]1. The catalyst class is: 736. (4) Reactant: C([N:8]1[CH:12]=[C:11]([C:13]2[N:17]=[C:16]([C:18]3[CH:23]=[CH:22][C:21](OC(F)(F)F)=[CH:20][CH:19]=3)[N:15]([CH:29]3[CH2:31][CH2:30]3)[C:14]=2[C:32]([N:34]2[CH2:39][CH2:38][CH:37]([N:40]3[CH2:44][CH2:43][CH2:42][CH2:41]3)[CH2:36][CH2:35]2)=[O:33])[CH:10]=[N:9]1)C1C=CC=CC=1.C(OC(=O)CN(C1CC1)C(=O)C1C=CC=C([O:58][C:59]([F:62])([F:61])[F:60])C=1)C. Product: [CH:29]1([N:15]2[C:14]([C:32]([N:34]3[CH2:35][CH2:36][CH:37]([N:40]4[CH2:41][CH2:42][CH2:43][CH2:44]4)[CH2:38][CH2:39]3)=[O:33])=[C:13]([C:11]3[CH:10]=[N:9][NH:8][CH:12]=3)[N:17]=[C:16]2[C:18]2[CH:23]=[CH:22][CH:21]=[C:20]([O:58][C:59]([F:62])([F:61])[F:60])[CH:19]=2)[CH2:31][CH2:30]1. The catalyst class is: 45. (5) Reactant: [CH:1]([O:4][C:5](=[O:33])[NH:6][CH2:7][CH2:8][CH2:9][CH2:10][C@H:11]([NH:29][C:30](=[O:32])[CH3:31])[C:12](=[O:28])[NH:13][CH2:14][CH2:15][N:16]([C:18](OCC1C=CC=CC=1)=O)C)([CH3:3])[CH3:2].[CH3:34]O. Product: [C:1]([O:4][C:5](=[O:33])[NH:6][CH2:7][CH2:8][CH2:9][CH2:10][C@H:11]([NH:29][C:30](=[O:32])[CH3:31])[C:12](=[O:28])[NH:13][CH2:14][CH2:15][NH:16][CH3:18])([CH3:2])([CH3:3])[CH3:34]. The catalyst class is: 45.